This data is from Full USPTO retrosynthesis dataset with 1.9M reactions from patents (1976-2016). The task is: Predict the reactants needed to synthesize the given product. (1) Given the product [CH3:1][C@@H:2]1[CH2:7][N:6]([C:31]([CH:28]2[CH2:29][CH2:30][C:25](=[O:24])[CH2:26][CH2:27]2)=[O:32])[CH2:5][CH2:4][N:3]1[C:8]1[C:17]2[C:12](=[CH:13][CH:14]=[CH:15][CH:16]=2)[C:11]([C:18]2[CH:23]=[CH:22][CH:21]=[CH:20][CH:19]=2)=[N:10][N:9]=1, predict the reactants needed to synthesize it. The reactants are: [CH3:1][C@@H:2]1[CH2:7][NH:6][CH2:5][CH2:4][N:3]1[C:8]1[C:17]2[C:12](=[CH:13][CH:14]=[CH:15][CH:16]=2)[C:11]([C:18]2[CH:23]=[CH:22][CH:21]=[CH:20][CH:19]=2)=[N:10][N:9]=1.[O:24]=[C:25]1[CH2:30][CH2:29][CH:28]([C:31](O)=[O:32])[CH2:27][CH2:26]1.N1C2C(=NC=CC=2)N(O)N=1.Cl.C(N=C=NCCCN(C)C)C.C(=O)(O)[O-].[Na+]. (2) Given the product [Cl:8][C:14]1[CH2:13][C:12]([CH3:18])([CH3:11])[CH2:16][C:15]=1[CH:4]=[O:5], predict the reactants needed to synthesize it. The reactants are: CN([CH:4]=[O:5])C.O=P(Cl)(Cl)[Cl:8].[CH3:11][C:12]1([CH3:18])[CH2:16][CH2:15][C:14](=O)[CH2:13]1.C([O-])(=O)C.[Na+]. (3) Given the product [CH3:15][O:14][C:5]1[CH:4]=[CH:3][C:2]([Br:1])=[CH:7][C:6]=1[CH:8]1[CH2:9][CH2:10][CH2:11][NH:22]1, predict the reactants needed to synthesize it. The reactants are: [Br:1][C:2]1[CH:3]=[CH:4][C:5]([O:14][CH3:15])=[C:6]([C:8](=O)[CH2:9][CH2:10][CH2:11]Cl)[CH:7]=1.C([O-])(=O)C.[NH4+].C([BH3-])#[N:22].[Na+].COC(C)(C)C. (4) Given the product [C:12]([O:16][C:17]([N:19]1[CH2:25][CH2:24][CH2:23][N:22]([C:2]2[CH:7]=[CH:6][C:5]([O:8][CH3:9])=[CH:4][C:3]=2[O:10][CH3:11])[CH2:21][CH2:20]1)=[O:18])([CH3:15])([CH3:13])[CH3:14], predict the reactants needed to synthesize it. The reactants are: Br[C:2]1[CH:7]=[CH:6][C:5]([O:8][CH3:9])=[CH:4][C:3]=1[O:10][CH3:11].[C:12]([O:16][C:17]([N:19]1[CH2:25][CH2:24][CH2:23][NH:22][CH2:21][CH2:20]1)=[O:18])([CH3:15])([CH3:14])[CH3:13].CC([O-])(C)C.[K+]. (5) Given the product [CH3:12][C:5]1([CH3:11])[CH2:6][CH2:7][CH2:8][C@@H:9]([CH3:10])[C@@H:4]1[C:2](=[O:3])[CH:1]=[CH:13][CH3:14], predict the reactants needed to synthesize it. The reactants are: [CH3:1][C:2]([C@H:4]1[C@H:9]([CH3:10])[CH2:8][CH2:7][CH2:6][C:5]1([CH3:12])[CH3:11])=[O:3].[CH3:13][CH2:14]O.